This data is from Catalyst prediction with 721,799 reactions and 888 catalyst types from USPTO. The task is: Predict which catalyst facilitates the given reaction. (1) Reactant: [CH2:1]([O:8][C@@H:9]1[C@@H:14]([O:15][CH2:16][C:17]2[CH:22]=[CH:21][CH:20]=[CH:19][CH:18]=2)[C@H:13]([O:23][CH2:24][C:25]2[CH:30]=[CH:29][CH:28]=[CH:27][CH:26]=2)[C@@H:12]([CH2:31][O:32][CH2:33][C:34]2[CH:39]=[CH:38][CH:37]=[CH:36][CH:35]=2)[O:11][C@H:10]1[C:40]1[C:48]2[C:43](=[C:44]([CH3:49])[CH:45]=[CH:46][CH:47]=2)[NH:42][CH:41]=1)[C:2]1[CH:7]=[CH:6][CH:5]=[CH:4][CH:3]=1.[H-].[Na+].[I:52][C:53]1[CH:60]=[CH:59][C:56]([CH2:57]Br)=[CH:55][CH:54]=1.Cl. Product: [CH2:1]([O:8][C@@H:9]1[C@@H:14]([O:15][CH2:16][C:17]2[CH:18]=[CH:19][CH:20]=[CH:21][CH:22]=2)[C@H:13]([O:23][CH2:24][C:25]2[CH:30]=[CH:29][CH:28]=[CH:27][CH:26]=2)[C@@H:12]([CH2:31][O:32][CH2:33][C:34]2[CH:35]=[CH:36][CH:37]=[CH:38][CH:39]=2)[O:11][C@H:10]1[C:40]1[C:48]2[C:43](=[C:44]([CH3:49])[CH:45]=[CH:46][CH:47]=2)[N:42]([CH2:57][C:56]2[CH:59]=[CH:60][C:53]([I:52])=[CH:54][CH:55]=2)[CH:41]=1)[C:2]1[CH:3]=[CH:4][CH:5]=[CH:6][CH:7]=1. The catalyst class is: 9. (2) Reactant: [CH:1]1[CH:2]=[CH:3][C:4]2[O:12][C:10](=O)[NH:9][C:7](=[O:8])[C:5]=2[CH:6]=1.IC.C(=O)([O-])[O-].[Na+].[Na+]. Product: [CH3:10][NH:9][C:7](=[O:8])[C:5]1[C:4](=[CH:3][CH:2]=[CH:1][CH:6]=1)[OH:12]. The catalyst class is: 9.